Dataset: Catalyst prediction with 721,799 reactions and 888 catalyst types from USPTO. Task: Predict which catalyst facilitates the given reaction. (1) Reactant: [F:1][C:2]1[CH:10]=[C:9]2[C:5]([CH:6]=[CH:7][N:8]2[S:11]([C:14]2[CH:19]=[CH:18][C:17]([O:20][CH3:21])=[C:16]([N:22]3[CH2:27][CH2:26][NH:25][CH2:24][CH2:23]3)[CH:15]=2)(=[O:13])=[O:12])=[CH:4][CH:3]=1.[C:28]([BH3-])#N.[Na+].C=O. Product: [F:1][C:2]1[CH:10]=[C:9]2[C:5]([CH:6]=[CH:7][N:8]2[S:11]([C:14]2[CH:19]=[CH:18][C:17]([O:20][CH3:21])=[C:16]([N:22]3[CH2:23][CH2:24][N:25]([CH3:28])[CH2:26][CH2:27]3)[CH:15]=2)(=[O:13])=[O:12])=[CH:4][CH:3]=1. The catalyst class is: 5. (2) Reactant: [Br:1][C:2]1[CH:7]=[CH:6][C:5]([C:8]2[NH:12][C:11]([C@@H:13]3[CH2:17][CH2:16][C@H:15]([CH3:18])[N:14]3[C:19](OC(C)(C)C)=[O:20])=[N:10][CH:9]=2)=[CH:4][CH:3]=1.Cl.[CH3:27][O:28][C:29]([NH:31][C@@H:32]([CH:36]1[CH2:41][CH2:40][O:39][CH2:38][CH2:37]1)C(O)=O)=[O:30].CN(C(ON1N=NC2C=CC=NC1=2)=[N+](C)C)C.F[P-](F)(F)(F)(F)F.CCN(C(C)C)C(C)C. Product: [Br:1][C:2]1[CH:3]=[CH:4][C:5]([C:8]2[NH:12][C:11]([C@@H:13]3[CH2:17][CH2:16][C@H:15]([CH3:18])[N:14]3[C:19](=[O:20])[C@@H:32]([NH:31][C:29](=[O:30])[O:28][CH3:27])[CH:36]3[CH2:41][CH2:40][O:39][CH2:38][CH2:37]3)=[N:10][CH:9]=2)=[CH:6][CH:7]=1. The catalyst class is: 5.